From a dataset of Forward reaction prediction with 1.9M reactions from USPTO patents (1976-2016). Predict the product of the given reaction. The product is: [Cl-:1].[NH2:24][C:25]1[N:30]=[C:29]([NH:31][C:32]2[CH:33]=[C:34]([CH:38]=[CH:39][CH:40]=2)[C:35]([NH:2][C:3]2[CH:22]=[CH:21][C:6]([NH:7][C:8]3[C:17]4[C:12](=[CH:13][CH:14]=[C:15]([N:18]([CH3:19])[CH3:20])[CH:16]=4)[NH+:11]=[CH:10][CH:9]=3)=[CH:5][CH:4]=2)=[O:36])[CH:28]=[C:27]([CH3:41])[N:26]=1. Given the reactants [Cl-:1].[NH2:2][C:3]1[CH:22]=[CH:21][C:6]([NH:7][C:8]2[C:17]3[C:12](=[CH:13][CH:14]=[C:15]([N:18]([CH3:20])[CH3:19])[CH:16]=3)[NH+:11]=[CH:10][CH:9]=2)=[CH:5][CH:4]=1.Cl.[NH2:24][C:25]1[N:30]=[C:29]([NH:31][C:32]2[CH:33]=[C:34]([CH:38]=[CH:39][CH:40]=2)[C:35](O)=[O:36])[CH:28]=[C:27]([CH3:41])[N:26]=1.CCN=C=NCCCN(C)C.Cl, predict the reaction product.